From a dataset of Full USPTO retrosynthesis dataset with 1.9M reactions from patents (1976-2016). Predict the reactants needed to synthesize the given product. (1) Given the product [F:1][C:2]1[CH:3]=[CH:4][C:5]([N:8]2[CH2:9][CH2:10][N:11]([CH2:14][CH2:15][CH2:16][N:17]3[C:21]4[C:22](=[N:31][OH:32])[CH2:23][CH2:24][N:25]([CH3:29])[S:26](=[O:28])(=[O:27])[C:20]=4[CH:19]=[CH:18]3)[CH2:12][CH2:13]2)=[CH:6][CH:7]=1, predict the reactants needed to synthesize it. The reactants are: [F:1][C:2]1[CH:7]=[CH:6][C:5]([N:8]2[CH2:13][CH2:12][N:11]([CH2:14][CH2:15][CH2:16][N:17]3[C:21]4[CH2:22][CH2:23][CH2:24][N:25]([CH3:29])[S:26](=[O:28])(=[O:27])[C:20]=4[CH:19]=[CH:18]3)[CH2:10][CH2:9]2)=[CH:4][CH:3]=1.Cl.[NH2:31][OH:32].C([O-])(=O)C.[Na+]. (2) Given the product [NH2:1][C:4]1[N:9]=[CH:8][N:7]=[C:6]([O:10][C:11]2[CH:16]=[CH:15][C:14]([NH:17][C:18]([NH:20][C:21]3[CH:26]=[C:25]([C:27]([F:29])([F:30])[F:28])[CH:24]=[C:23]([CH2:31][N:32]4[CH2:33][CH2:34][CH2:35]4)[CH:22]=3)=[O:19])=[CH:13][CH:12]=2)[CH:5]=1, predict the reactants needed to synthesize it. The reactants are: [N:1]([C:4]1[N:9]=[CH:8][N:7]=[C:6]([O:10][C:11]2[CH:16]=[CH:15][C:14]([NH:17][C:18]([NH:20][C:21]3[CH:26]=[C:25]([C:27]([F:30])([F:29])[F:28])[CH:24]=[C:23]([CH2:31][N:32]4[CH2:35][CH2:34][CH2:33]4)[CH:22]=3)=[O:19])=[CH:13][CH:12]=2)[CH:5]=1)=[N+]=[N-]. (3) Given the product [CH3:17][C:18]1([CH3:34])[C:19]2[CH:20]=[C:21]([C:2]3[CH:7]=[CH:6][C:5]([N+:8]([O-:10])=[O:9])=[CH:4][C:3]=3[C:11]3[CH:16]=[CH:15][CH:14]=[CH:13][CH:12]=3)[CH:22]=[CH:23][C:24]=2[C:25]2[C:30]1=[CH:29][CH:28]=[CH:27][CH:26]=2, predict the reactants needed to synthesize it. The reactants are: Br[C:2]1[CH:7]=[CH:6][C:5]([N+:8]([O-:10])=[O:9])=[CH:4][C:3]=1[C:11]1[CH:16]=[CH:15][CH:14]=[CH:13][CH:12]=1.[CH3:17][C:18]1([CH3:34])[C:30]2[CH:29]=[C:28](B(O)O)[CH:27]=[CH:26][C:25]=2[C:24]2[C:19]1=[CH:20][CH:21]=[CH:22][CH:23]=2.C([O-])([O-])=O.[Na+].[Na+].CCO.